This data is from NCI-60 drug combinations with 297,098 pairs across 59 cell lines. The task is: Regression. Given two drug SMILES strings and cell line genomic features, predict the synergy score measuring deviation from expected non-interaction effect. (1) Drug 1: C1=NC2=C(N=C(N=C2N1C3C(C(C(O3)CO)O)F)Cl)N. Drug 2: C1C(C(OC1N2C=NC(=NC2=O)N)CO)O. Cell line: MCF7. Synergy scores: CSS=5.70, Synergy_ZIP=-2.00, Synergy_Bliss=0.710, Synergy_Loewe=-2.78, Synergy_HSA=-0.340. (2) Drug 1: CCC1=CC2CC(C3=C(CN(C2)C1)C4=CC=CC=C4N3)(C5=C(C=C6C(=C5)C78CCN9C7C(C=CC9)(C(C(C8N6C)(C(=O)OC)O)OC(=O)C)CC)OC)C(=O)OC.C(C(C(=O)O)O)(C(=O)O)O. Drug 2: C1CCC(C(C1)N)N.C(=O)(C(=O)[O-])[O-].[Pt+4]. Cell line: HCC-2998. Synergy scores: CSS=64.3, Synergy_ZIP=-4.15, Synergy_Bliss=-0.554, Synergy_Loewe=-2.13, Synergy_HSA=1.74. (3) Drug 1: CC1C(C(CC(O1)OC2CC(CC3=C2C(=C4C(=C3O)C(=O)C5=C(C4=O)C(=CC=C5)OC)O)(C(=O)C)O)N)O.Cl. Drug 2: CC1C(C(CC(O1)OC2CC(OC(C2O)C)OC3=CC4=CC5=C(C(=O)C(C(C5)C(C(=O)C(C(C)O)O)OC)OC6CC(C(C(O6)C)O)OC7CC(C(C(O7)C)O)OC8CC(C(C(O8)C)O)(C)O)C(=C4C(=C3C)O)O)O)O. Cell line: TK-10. Synergy scores: CSS=15.0, Synergy_ZIP=-2.89, Synergy_Bliss=4.34, Synergy_Loewe=2.49, Synergy_HSA=2.65. (4) Drug 1: C1C(C(OC1N2C=NC3=C2NC=NCC3O)CO)O. Drug 2: COCCOC1=C(C=C2C(=C1)C(=NC=N2)NC3=CC=CC(=C3)C#C)OCCOC.Cl. Cell line: BT-549. Synergy scores: CSS=3.71, Synergy_ZIP=0.399, Synergy_Bliss=2.24, Synergy_Loewe=1.80, Synergy_HSA=-0.355. (5) Drug 1: CC1=C2C(C(=O)C3(C(CC4C(C3C(C(C2(C)C)(CC1OC(=O)C(C(C5=CC=CC=C5)NC(=O)OC(C)(C)C)O)O)OC(=O)C6=CC=CC=C6)(CO4)OC(=O)C)OC)C)OC. Drug 2: CC1=C2C(C(=O)C3(C(CC4C(C3C(C(C2(C)C)(CC1OC(=O)C(C(C5=CC=CC=C5)NC(=O)C6=CC=CC=C6)O)O)OC(=O)C7=CC=CC=C7)(CO4)OC(=O)C)O)C)OC(=O)C. Cell line: SF-295. Synergy scores: CSS=47.0, Synergy_ZIP=3.55, Synergy_Bliss=5.52, Synergy_Loewe=-2.83, Synergy_HSA=9.69. (6) Drug 1: CC1=C2C(C(=O)C3(C(CC4C(C3C(C(C2(C)C)(CC1OC(=O)C(C(C5=CC=CC=C5)NC(=O)C6=CC=CC=C6)O)O)OC(=O)C7=CC=CC=C7)(CO4)OC(=O)C)O)C)OC(=O)C. Drug 2: CC1CCCC2(C(O2)CC(NC(=O)CC(C(C(=O)C(C1O)C)(C)C)O)C(=CC3=CSC(=N3)C)C)C. Cell line: LOX IMVI. Synergy scores: CSS=53.1, Synergy_ZIP=-0.860, Synergy_Bliss=-3.50, Synergy_Loewe=-10.3, Synergy_HSA=-1.65. (7) Drug 1: CCC1(C2=C(COC1=O)C(=O)N3CC4=CC5=C(C=CC(=C5CN(C)C)O)N=C4C3=C2)O.Cl. Drug 2: CC1C(C(CC(O1)OC2CC(CC3=C2C(=C4C(=C3O)C(=O)C5=CC=CC=C5C4=O)O)(C(=O)C)O)N)O. Cell line: DU-145. Synergy scores: CSS=53.2, Synergy_ZIP=-8.14, Synergy_Bliss=-14.1, Synergy_Loewe=-13.1, Synergy_HSA=-11.6. (8) Drug 1: CCN(CC)CCNC(=O)C1=C(NC(=C1C)C=C2C3=C(C=CC(=C3)F)NC2=O)C. Synergy scores: CSS=34.8, Synergy_ZIP=0.786, Synergy_Bliss=1.90, Synergy_Loewe=-2.03, Synergy_HSA=1.32. Drug 2: CC1CCCC2(C(O2)CC(NC(=O)CC(C(C(=O)C(C1O)C)(C)C)O)C(=CC3=CSC(=N3)C)C)C. Cell line: MALME-3M. (9) Drug 1: C1=NNC2=C1C(=O)NC=N2. Drug 2: B(C(CC(C)C)NC(=O)C(CC1=CC=CC=C1)NC(=O)C2=NC=CN=C2)(O)O. Cell line: SK-MEL-28. Synergy scores: CSS=10.7, Synergy_ZIP=3.59, Synergy_Bliss=3.23, Synergy_Loewe=-37.7, Synergy_HSA=-6.92.